Dataset: Catalyst prediction with 721,799 reactions and 888 catalyst types from USPTO. Task: Predict which catalyst facilitates the given reaction. (1) Reactant: [CH3:1][N:2]1[CH2:7][CH2:6][N:5]([C:8]2[CH:22]=[CH:21][C:11]3[NH:12][C:13]([CH2:15][C:16]([O:18]CC)=O)=[N:14][C:10]=3[CH:9]=2)[CH2:4][CH2:3]1.[NH2:23][C:24]1[CH:25]=[N:26][CH:27]=[CH:28][C:29]=1[C:30]#[N:31]. Product: [NH2:31][C:30]1[C:29]2[C:24](=[CH:25][N:26]=[CH:27][CH:28]=2)[NH:23][C:16](=[O:18])[C:15]=1[C:13]1[NH:12][C:11]2[CH:21]=[CH:22][C:8]([N:5]3[CH2:4][CH2:3][N:2]([CH3:1])[CH2:7][CH2:6]3)=[CH:9][C:10]=2[N:14]=1. The catalyst class is: 1. (2) The catalyst class is: 1. Product: [Cl:1][C:2]1[CH:3]=[C:4]([CH:42]=[CH:43][CH:44]=1)[CH2:5][N:6]1[C:14]2[C:9](=[CH:10][C:11]([O:15][CH2:16][CH2:17][N:47]([CH2:45][CH3:46])[CH3:48])=[CH:12][CH:13]=2)[C:8]([S:29]([C:32]2[C:41]3[C:36](=[CH:37][CH:38]=[CH:39][CH:40]=3)[CH:35]=[CH:34][CH:33]=2)(=[O:31])=[O:30])=[N:7]1. Reactant: [Cl:1][C:2]1[CH:3]=[C:4]([CH:42]=[CH:43][CH:44]=1)[CH2:5][N:6]1[C:14]2[C:9](=[CH:10][C:11]([O:15][CH2:16][CH2:17]OS(C3C=CC(C)=CC=3)(=O)=O)=[CH:12][CH:13]=2)[C:8]([S:29]([C:32]2[C:41]3[C:36](=[CH:37][CH:38]=[CH:39][CH:40]=3)[CH:35]=[CH:34][CH:33]=2)(=[O:31])=[O:30])=[N:7]1.[CH2:45]([NH:47][CH3:48])[CH3:46]. (3) Reactant: Cl.[OH:2][CH2:3][C@H:4]1[CH2:8][CH2:7][CH2:6][N:5]1[CH2:9][CH2:10][C:11]1[O:12][C:13]([C:15]2[C:20]([CH:21]=1)=[C:19]([CH3:22])[CH:18]=[CH:17][CH:16]=2)=O.C(=O)([O-])[O-].[NH4+:27].[NH4+].[OH-].[Na+]. Product: [OH:2][CH2:3][C@H:4]1[CH2:8][CH2:7][CH2:6][N:5]1[CH2:9][CH2:10][C:11]1[NH:27][C:13](=[O:12])[C:15]2[C:20]([CH:21]=1)=[C:19]([CH3:22])[CH:18]=[CH:17][CH:16]=2. The catalyst class is: 15. (4) Reactant: [F:1][C:2]1[CH:3]=[CH:4][C:5]([OH:17])=[N:6][C:7]=1[NH:8][CH2:9][C:10]1[CH:15]=[CH:14][CH:13]=[C:12]([F:16])[CH:11]=1.C(N(CC)CC)C.[F:25][C:26]([F:39])([F:38])[S:27](O[S:27]([C:26]([F:39])([F:38])[F:25])(=[O:29])=[O:28])(=[O:29])=[O:28].C([O-])(O)=O.[Na+]. Product: [F:25][C:26]([F:39])([F:38])[S:27]([O:17][C:5]1[CH:4]=[CH:3][C:2]([F:1])=[C:7]([NH:8][CH2:9][C:10]2[CH:15]=[CH:14][CH:13]=[C:12]([F:16])[CH:11]=2)[N:6]=1)(=[O:29])=[O:28]. The catalyst class is: 2. (5) Product: [NH2:1][C:2]1[C:10]2[C:5](=[N:6][C:7]([N:12]3[CH:13]=[CH:19][N:18]=[CH:14]3)=[CH:8][C:9]=2[CH3:11])[S:4][C:3]=1[C:15]([NH2:17])=[O:16]. The catalyst class is: 225. Reactant: [NH2:1][C:2]1[C:10]2[C:5](=[N:6][C:7]([N:12]([CH3:14])[CH3:13])=[CH:8][C:9]=2[CH3:11])[S:4][C:3]=1[C:15]([NH2:17])=[O:16].[NH:18]1C=CN=[CH:19]1.C(=O)([O-])[O-].[Na+].[Na+]. (6) Reactant: [F:1][C:2]([F:15])([F:14])[C:3]1[CH:12]=[CH:11][C:10]2[CH:9]=[N:8][CH:7]=[CH:6][C:5]=2[C:4]=1[NH2:13].[F:16][C:17]([F:29])([F:28])[C:18]1[CH:27]=[CH:26][C:21]([CH2:22][N:23]=[C:24]=[O:25])=[CH:20][CH:19]=1. Product: [F:15][C:2]([F:1])([F:14])[C:3]1[C:4]([NH:13][C:24]([NH:23][CH2:22][C:21]2[CH:20]=[CH:19][C:18]([C:17]([F:16])([F:29])[F:28])=[CH:27][CH:26]=2)=[O:25])=[C:5]2[C:10](=[CH:11][CH:12]=1)[CH:9]=[N:8][CH:7]=[CH:6]2. The catalyst class is: 308. (7) Reactant: [CH2:1]([P:3]([CH2:10][CH:11]([CH3:14])[CH2:12][OH:13])(=[O:9])[O:4]CCCC)[CH3:2].O. Product: [CH2:1]([P:3]([CH2:10][CH:11]([CH3:14])[CH2:12][OH:13])(=[O:4])[OH:9])[CH3:2]. The catalyst class is: 729. (8) Reactant: Br[C:2]1[CH:7]=[CH:6][C:5]([C:8]2[N:9]=[C:10]([C:27]3[CH:32]=[CH:31][CH:30]=[C:29]([Cl:33])[CH:28]=3)[O:11][C:12]=2[C@@H:13]2[CH2:18][CH2:17][CH2:16][CH2:15][C@H:14]2[C:19]([NH:21][C:22]2([C:25]#[N:26])[CH2:24][CH2:23]2)=[O:20])=[CH:4][CH:3]=1.Cl.[NH:35]1[CH2:40][CH2:39][S:38](=[O:42])(=[O:41])[CH2:37][CH2:36]1.P([O-])([O-])([O-])=O.[K+].[K+].[K+]. Product: [Cl:33][C:29]1[CH:28]=[C:27]([C:10]2[O:11][C:12]([C@@H:13]3[CH2:18][CH2:17][CH2:16][CH2:15][C@H:14]3[C:19]([NH:21][C:22]3([C:25]#[N:26])[CH2:24][CH2:23]3)=[O:20])=[C:8]([C:5]3[CH:6]=[CH:7][C:2]([N:35]4[CH2:40][CH2:39][S:38](=[O:42])(=[O:41])[CH2:37][CH2:36]4)=[CH:3][CH:4]=3)[N:9]=2)[CH:32]=[CH:31][CH:30]=1. The catalyst class is: 7. (9) Reactant: [CH2:1]([O:3][C:4]([C:6]1[C:11]([CH3:12])=[N:10][CH:9]=[CH:8][N:7]=1)=[O:5])[CH3:2].[Br:13]N1C(=O)CCC1=O.N(C(C)(C)C#N)=NC(C)(C)C#N. Product: [CH2:1]([O:3][C:4]([C:6]1[C:11]([CH2:12][Br:13])=[N:10][CH:9]=[CH:8][N:7]=1)=[O:5])[CH3:2]. The catalyst class is: 53.